This data is from Forward reaction prediction with 1.9M reactions from USPTO patents (1976-2016). The task is: Predict the product of the given reaction. Given the reactants [NH2:1][C:2]1[CH:9]=[CH:8][C:7]([CH:10]([CH3:12])[CH3:11])=[CH:6][C:3]=1[C:4]#[N:5].F[C:14]1[CH:19]=[C:18]([F:20])[CH:17]=[CH:16][C:15]=1[N+:21]([O-:23])=[O:22].[OH-].[Li+].C(OCC)(=O)C, predict the reaction product. The product is: [F:20][C:18]1[CH:17]=[CH:16][C:15]([N+:21]([O-:23])=[O:22])=[C:14]([NH:1][C:2]2[CH:9]=[CH:8][C:7]([CH:10]([CH3:12])[CH3:11])=[CH:6][C:3]=2[C:4]#[N:5])[CH:19]=1.